Predict the reactants needed to synthesize the given product. From a dataset of Full USPTO retrosynthesis dataset with 1.9M reactions from patents (1976-2016). (1) Given the product [F:20][C:21]([F:32])([F:31])[C:22]1[CH:27]=[CH:26][CH:25]=[CH:24][C:23]=1[C:2]1[C:12]2[O:11][CH2:10][CH2:9][N:8]([C:13]([O:15][C:16]([CH3:19])([CH3:18])[CH3:17])=[O:14])[CH2:7][C:6]=2[CH:5]=[CH:4][CH:3]=1, predict the reactants needed to synthesize it. The reactants are: Br[C:2]1[C:12]2[O:11][CH2:10][CH2:9][N:8]([C:13]([O:15][C:16]([CH3:19])([CH3:18])[CH3:17])=[O:14])[CH2:7][C:6]=2[CH:5]=[CH:4][CH:3]=1.[F:20][C:21]([F:32])([F:31])[C:22]1[CH:27]=[CH:26][CH:25]=[CH:24][C:23]=1B(O)O.O. (2) Given the product [CH3:30][N:31]([CH3:33])[CH:32]=[CH:2][C:1]([C:4]1[C:5]([CH3:27])=[C:6]([C:17]2[CH:22]=[CH:21][CH:20]=[C:19]([C:23]([F:26])([F:25])[F:24])[CH:18]=2)[C:7]2[N:8]([N:10]=[C:11]([NH:13][C:14](=[O:16])[CH3:15])[N:12]=2)[CH:9]=1)=[O:3], predict the reactants needed to synthesize it. The reactants are: [C:1]([C:4]1[C:5]([CH3:27])=[C:6]([C:17]2[CH:22]=[CH:21][CH:20]=[C:19]([C:23]([F:26])([F:25])[F:24])[CH:18]=2)[C:7]2[N:8]([N:10]=[C:11]([NH:13][C:14](=[O:16])[CH3:15])[N:12]=2)[CH:9]=1)(=[O:3])[CH3:2].CO[CH:30](OC)[N:31]([CH3:33])[CH3:32].CCOC(C)=O. (3) Given the product [C:1]([N:4]1[CH2:9][CH2:8][CH:7]([NH:10][C:18]2[N:17]=[C:16]([CH:11]3[CH2:15][CH2:14][CH2:13][CH2:12]3)[C:21]([C:22]([NH:24][CH:25]3[CH:32]4[CH2:33][CH:28]5[CH2:29][C:30]([OH:35])([CH2:34][CH:26]3[CH2:27]5)[CH2:31]4)=[O:23])=[CH:20][N:19]=2)[CH2:6][CH2:5]1)(=[O:3])[CH3:2], predict the reactants needed to synthesize it. The reactants are: [C:1]([N:4]1[CH2:9][CH2:8][CH:7]([NH2:10])[CH2:6][CH2:5]1)(=[O:3])[CH3:2].[CH:11]1([C:16]2[C:21]([C:22]([NH:24][CH:25]3[CH:32]4[CH2:33][CH:28]5[CH2:29][C:30]([OH:35])([CH2:34][CH:26]3[CH2:27]5)[CH2:31]4)=[O:23])=[CH:20][N:19]=[C:18](S(C)(=O)=O)[N:17]=2)[CH2:15][CH2:14][CH2:13][CH2:12]1. (4) Given the product [CH2:56]([O:58][C:59](=[O:64])[CH2:60][CH2:61][CH2:62][NH:1][C@H:2]([C:41]1[CH:42]=[CH:43][CH:44]=[CH:45][CH:46]=1)[CH2:3][N:4]1[C:9](=[O:10])[C:8]([N:11]2[CH2:12][CH2:13][N:14]([CH2:17][C:18]3[CH:23]=[CH:22][CH:21]=[C:20]([N+:24]([O-:26])=[O:25])[CH:19]=3)[CH2:15][CH2:16]2)=[C:7]([CH3:27])[N:6]([CH2:28][C:29]2[C:34]([C:35]([F:38])([F:36])[F:37])=[CH:33][CH:32]=[CH:31][C:30]=2[F:39])[C:5]1=[O:40])[CH3:57], predict the reactants needed to synthesize it. The reactants are: [NH2:1][C@H:2]([C:41]1[CH:46]=[CH:45][CH:44]=[CH:43][CH:42]=1)[CH2:3][N:4]1[C:9](=[O:10])[C:8]([N:11]2[CH2:16][CH2:15][N:14]([CH2:17][C:18]3[CH:23]=[CH:22][CH:21]=[C:20]([N+:24]([O-:26])=[O:25])[CH:19]=3)[CH2:13][CH2:12]2)=[C:7]([CH3:27])[N:6]([CH2:28][C:29]2[C:34]([C:35]([F:38])([F:37])[F:36])=[CH:33][CH:32]=[CH:31][C:30]=2[F:39])[C:5]1=[O:40].C(N(CC)C(C)C)(C)C.[CH2:56]([O:58][C:59](=[O:64])[CH2:60][CH2:61][CH2:62]Br)[CH3:57]. (5) Given the product [Cl:1][C:2]1[C:3]([NH:15][CH3:16])=[CH:4][C:5]([O:13][CH3:14])=[C:6]([CH:12]=1)[C:7]([OH:9])=[O:8], predict the reactants needed to synthesize it. The reactants are: [Cl:1][C:2]1[C:3]([NH:15][CH3:16])=[CH:4][C:5]([O:13][CH3:14])=[C:6]([CH:12]=1)[C:7]([O:9]CC)=[O:8].[OH-].[Na+].